This data is from CYP2C19 inhibition data for predicting drug metabolism from PubChem BioAssay. The task is: Regression/Classification. Given a drug SMILES string, predict its absorption, distribution, metabolism, or excretion properties. Task type varies by dataset: regression for continuous measurements (e.g., permeability, clearance, half-life) or binary classification for categorical outcomes (e.g., BBB penetration, CYP inhibition). Dataset: cyp2c19_veith. (1) The molecule is CCOc1ccc(C(=O)Nc2ccc(Cl)cn2)cc1Cl. The result is 1 (inhibitor). (2) The compound is Cc1cnc(CNc2ccnc(-c3ccc(C(=O)N(C)C)cc3)n2)cn1. The result is 0 (non-inhibitor). (3) The molecule is COc1cc(OC)cc(C(=O)NC(=S)Nc2ccc(Cl)c(C(=O)O)c2)c1. The result is 0 (non-inhibitor). (4) The drug is Nc1ccc(S(=O)(=O)[N-]c2cnc3ccccc3n2)cc1.[Na+]. The result is 0 (non-inhibitor). (5) The molecule is CC1CCN(c2cc(N3CCC(C)CC3)c([N+](=O)[O-])cc2/C=C(\C#N)c2nn(-c3ccccc3)c(N)c2C#N)CC1. The result is 1 (inhibitor).